Dataset: Catalyst prediction with 721,799 reactions and 888 catalyst types from USPTO. Task: Predict which catalyst facilitates the given reaction. (1) Reactant: [Cl:1][C:2]1[CH:28]=[CH:27][C:5]([CH2:6][N:7]([CH2:11][C:12]2[NH:17][C:16](=[O:18])[N:15]3[CH:19]=[N:20][C:21]([CH:22]4[CH2:26][CH2:25][CH2:24][CH2:23]4)=[C:14]3[N:13]=2)[CH2:8][CH2:9]O)=[CH:4][CH:3]=1.CS(Cl)(=O)=O.C(N(CC)CC)C. Product: [Cl:1][C:2]1[CH:3]=[CH:4][C:5]([CH2:6][N:7]2[CH2:8][CH2:9][N:17]3[C:12](=[N:13][C:14]4[N:15]([CH:19]=[N:20][C:21]=4[CH:22]4[CH2:23][CH2:24][CH2:25][CH2:26]4)[C:16]3=[O:18])[CH2:11]2)=[CH:27][CH:28]=1. The catalyst class is: 68. (2) Reactant: Cl[C:2]1[N:7]=[CH:6][C:5]2[C:8]([C:17]3[CH:18]=[N:19][N:20]([CH3:22])[CH:21]=3)=[N:9][N:10]([CH:11]3[CH2:16][CH2:15][CH2:14][CH2:13][O:12]3)[C:4]=2[CH:3]=1.[CH3:23][O:24][C:25]1[CH:26]=[C:27](B2OC(C)(C)C(C)(C)O2)[CH:28]=[C:29]([O:31][CH3:32])[CH:30]=1.ClCCl.P([O-])([O-])([O-])=O.[K+].[K+].[K+]. Product: [CH3:23][O:24][C:25]1[CH:26]=[C:27]([C:2]2[N:7]=[CH:6][C:5]3[C:8]([C:17]4[CH:18]=[N:19][N:20]([CH3:22])[CH:21]=4)=[N:9][N:10]([CH:11]4[CH2:16][CH2:15][CH2:14][CH2:13][O:12]4)[C:4]=3[CH:3]=2)[CH:28]=[C:29]([O:31][CH3:32])[CH:30]=1. The catalyst class is: 38. (3) Reactant: Br[C:2]1[N:6]([CH3:7])[C:5]2[CH:8]([C:21]3[CH:26]=[CH:25][C:24]([Cl:27])=[CH:23][CH:22]=3)[N:9]([C:12]3[CH:17]=[C:16](Cl)[C:15](=[O:19])[N:14]([CH3:20])[CH:13]=3)[C:10](=[O:11])[C:4]=2[N:3]=1.[NH:28]1[CH2:33][CH2:32][O:31][CH2:30][CH2:29]1.[F-].[Cs+].[CH3:36]S(C)=O. Product: [Cl:27][C:24]1[CH:25]=[CH:26][C:21]([CH:8]2[C:5]3[N:6]([CH3:7])[C:2]([N:28]4[CH2:33][CH2:32][O:31][CH2:30][CH2:29]4)=[N:3][C:4]=3[C:10](=[O:11])[N:9]2[C:12]2[CH:17]=[C:16]([CH3:36])[C:15](=[O:19])[N:14]([CH3:20])[CH:13]=2)=[CH:22][CH:23]=1. The catalyst class is: 161. (4) Reactant: [NH2:1][C:2]1[C:15]([F:16])=[CH:14][C:13]([Cl:17])=[CH:12][C:3]=1[C:4]([NH:6][C:7]([CH3:11])([C:9]#[CH:10])[CH3:8])=[O:5].[CH3:18][C:19]([CH3:21])=O.FC(F)(F)C(O)=O.C(O[BH-](OC(=O)C)OC(=O)C)(=O)C.[Na+]. Product: [Cl:17][C:13]1[CH:14]=[C:15]([F:16])[C:2]([NH:1][CH:19]([CH3:21])[CH3:18])=[C:3]([CH:12]=1)[C:4]([NH:6][C:7]([CH3:11])([C:9]#[CH:10])[CH3:8])=[O:5]. The catalyst class is: 2. (5) Reactant: [Br:1][CH2:2][C:3]1[CH:4]=[C:5]([CH:8]=[CH:9][CH:10]=1)[CH:6]=O.[CH:11]1([O:16][C:17](=[O:24])[C:18]2([CH2:23][CH2:22][CH2:21][CH2:20]2)[NH2:19])[CH2:15][CH2:14][CH2:13][CH2:12]1.C(O[BH-](OC(=O)C)OC(=O)C)(=O)C.[Na+].C(OCC)(=O)C. Product: [Br:1][CH2:2][C:3]1[CH:4]=[C:5]([CH:8]=[CH:9][CH:10]=1)[CH2:6][NH:19][C:18]1([C:17]([O:16][CH:11]2[CH2:15][CH2:14][CH2:13][CH2:12]2)=[O:24])[CH2:20][CH2:21][CH2:22][CH2:23]1. The catalyst class is: 68.